This data is from Reaction yield outcomes from USPTO patents with 853,638 reactions. The task is: Predict the reaction yield, written as a fraction of the theoretical maximum amount of product (1.0 means a 100% yield; for example, 0.34 means a 34% yield). (1) The reactants are [CH2:1]([O:3][C:4]([C:6]1[C:10]([Cl:11])=[CH:9][NH:8][N:7]=1)=[O:5])[CH3:2].[C:12](=O)([O-])[O-].[K+].[K+].CC1CCCO1.IC. No catalyst specified. The product is [CH2:1]([O:3][C:4]([C:6]1[C:10]([Cl:11])=[CH:9][N:8]([CH3:12])[N:7]=1)=[O:5])[CH3:2]. The yield is 0.930. (2) The reactants are [Br:1][C:2]1[CH:10]=[C:9]([Cl:11])[CH:8]=[CH:7][C:3]=1[C:4](O)=O.[C:12](Cl)(=[O:16])[C:13](Cl)=O.CN([CH:21]=[O:22])C.C(N([CH2:28][CH3:29])CC)C.[CH2:30]1[CH2:34]OC[CH2:31]1. No catalyst specified. The product is [Br:1][C:2]1[CH:10]=[C:9]([Cl:11])[CH:8]=[CH:7][C:3]=1[CH2:4][C:21]([O:16][CH2:12][C:13]1[CH:29]=[CH:28][CH:34]=[CH:30][CH:31]=1)=[O:22]. The yield is 0.550. (3) The reactants are [F:1][C:2]1[CH:9]=[CH:8][CH:7]=[C:6](F)[C:3]=1[C:4]#[N:5].[NH3:11]. The yield is 0.970. The product is [NH2:11][C:6]1[CH:7]=[CH:8][CH:9]=[C:2]([F:1])[C:3]=1[C:4]#[N:5]. The catalyst is C(O)C.